Dataset: Full USPTO retrosynthesis dataset with 1.9M reactions from patents (1976-2016). Task: Predict the reactants needed to synthesize the given product. (1) Given the product [CH2:1]([O:4][N:5]([C@H:18]1[CH2:23][NH:22][C@H:21]([C:31]([NH2:32])=[O:33])[CH:20]=[C:19]1[CH:34]1[CH2:35][CH2:36]1)[S:6]([C:9]1[CH:14]=[CH:13][CH:12]=[CH:11][C:10]=1[N+:15]([O-:17])=[O:16])(=[O:8])=[O:7])[CH:2]=[CH2:3], predict the reactants needed to synthesize it. The reactants are: [CH2:1]([O:4][N:5]([C@H:18]1[CH2:23][N:22](C(OC(C)(C)C)=O)[C@H:21]([C:31](=[O:33])[NH2:32])[CH:20]=[C:19]1[CH:34]1[CH2:36][CH2:35]1)[S:6]([C:9]1[CH:14]=[CH:13][CH:12]=[CH:11][C:10]=1[N+:15]([O-:17])=[O:16])(=[O:8])=[O:7])[CH:2]=[CH2:3].C(ON([C@H]1CN[C@H](C(N)=O)C=C1C)S(C1C=CC=CC=1[N+]([O-])=O)(=O)=O)C=C. (2) Given the product [Cl:1][C:2]1[CH:3]=[C:4]([NH:10][C:11]2[CH:15]=[C:14]([C:32]([OH:31])([CH3:33])[CH3:21])[N:13]([CH3:20])[N:12]=2)[C:5](=[O:9])[N:6]([CH3:8])[N:7]=1, predict the reactants needed to synthesize it. The reactants are: [Cl:1][C:2]1[CH:3]=[C:4]([NH:10][C:11]2[CH:15]=[C:14](C(OC)=O)[N:13]([CH3:20])[N:12]=2)[C:5](=[O:9])[N:6]([CH3:8])[N:7]=1.[CH2:21]1COCC1.C[Mg]Br.C([O:31][CH2:32][CH3:33])C.